Dataset: Full USPTO retrosynthesis dataset with 1.9M reactions from patents (1976-2016). Task: Predict the reactants needed to synthesize the given product. (1) Given the product [CH3:1][C:2]([CH3:24])([CH3:23])[CH2:3][N:4]1[C:8]2[CH:9]=[CH:10][C:11]([C:14]3[CH:15]=[C:16]([CH:17]=[CH:18][CH:19]=3)[O:20][C:26]3[CH:33]=[CH:32][C:29]([C:30]#[N:31])=[CH:28][CH:27]=3)=[C:12]([F:13])[C:7]=2[N:6]([CH3:21])[C:5]1=[O:22], predict the reactants needed to synthesize it. The reactants are: [CH3:1][C:2]([CH3:24])([CH3:23])[CH2:3][N:4]1[C:8]2[CH:9]=[CH:10][C:11]([C:14]3[CH:19]=[CH:18][CH:17]=[C:16]([OH:20])[CH:15]=3)=[C:12]([F:13])[C:7]=2[N:6]([CH3:21])[C:5]1=[O:22].Br[C:26]1[CH:33]=[CH:32][C:29]([C:30]#[N:31])=[CH:28][CH:27]=1.C(=O)([O-])[O-].[Cs+].[Cs+]. (2) Given the product [Cl:28][C:25]1[CH:26]=[CH:27][C:22]([CH:8]([C:5]2[CH:6]=[CH:7][C:2]([Cl:1])=[CH:3][C:4]=2[CH3:30])[N:9]2[CH2:10][CH2:11][NH:12][CH2:13][CH2:14]2)=[C:23]([CH3:29])[CH:24]=1, predict the reactants needed to synthesize it. The reactants are: [Cl:1][C:2]1[CH:7]=[CH:6][C:5]([CH:8]([C:22]2[CH:27]=[CH:26][C:25]([Cl:28])=[CH:24][C:23]=2[CH3:29])[N:9]2[CH2:14][CH2:13][N:12](C(OC(C)(C)C)=O)[CH2:11][CH2:10]2)=[C:4]([CH3:30])[CH:3]=1.CN1CCOCC1.[Si](I)(C)(C)C. (3) The reactants are: C([O:3][C:4]([C:6]1[S:10][C:9]([CH2:11][C:12]2[CH:17]=[CH:16][C:15]([CH2:18][N:19]3[CH:23]=[C:22]([CH3:24])[CH:21]=[N:20]3)=[CH:14][CH:13]=2)=[N:8][C:7]=1[CH3:25])=[O:5])C.[OH-].[Na+]. Given the product [CH3:25][C:7]1[N:8]=[C:9]([CH2:11][C:12]2[CH:13]=[CH:14][C:15]([CH2:18][N:19]3[CH:23]=[C:22]([CH3:24])[CH:21]=[N:20]3)=[CH:16][CH:17]=2)[S:10][C:6]=1[C:4]([OH:5])=[O:3], predict the reactants needed to synthesize it. (4) Given the product [NH2:15][C:14]1[C:13](=[O:16])[C:12](=[O:17])[C:11]=1[NH:10][C:7]1[CH:6]=[CH:5][C:4]([C:1](=[O:3])/[CH:2]=[CH:28]/[C:27]2[CH:30]=[C:23]([C:22]3[S:18][C:19]4[CH:38]=[CH:37][CH:36]=[CH:35][C:20]=4[CH:21]=3)[C:24]([O:33][CH3:34])=[CH:25][C:26]=2[O:31][CH3:32])=[CH:9][CH:8]=1, predict the reactants needed to synthesize it. The reactants are: [C:1]([C:4]1[CH:9]=[CH:8][C:7]([NH:10][C:11]2[C:12](=[O:17])[C:13](=[O:16])[C:14]=2[NH2:15])=[CH:6][CH:5]=1)(=[O:3])[CH3:2].[S:18]1[C:22]([C:23]2[C:24]([O:33][CH3:34])=[CH:25][C:26]([O:31][CH3:32])=[C:27]([CH:30]=2)[CH:28]=O)=[CH:21][C:20]2[CH:35]=[CH:36][CH:37]=[CH:38][C:19]1=2.O(C)[Li].Cl. (5) Given the product [Cl-:68].[F:50][C:47]([F:48])([F:49])[C:39]1[CH:38]=[C:37]([C@@H:3]([O:2][C:1]([O:51][C:52]2[CH:57]=[CH:56][C:55]([CH2:58][CH2:59][O:60][P:61]([OH:64])([OH:63])=[O:62])=[CH:54][C:53]=2[O:65][CH3:66])=[O:67])[C@@H:4]([NH2+:6][CH2:7][C:8]2[CH:13]=[C:12]([C:14]([F:15])([F:17])[F:16])[CH:11]=[CH:10][C:9]=2[C:18]2[CH:23]=[C:22]([CH:24]([CH3:25])[CH3:26])[C:21]([F:27])=[CH:20][C:19]=2[O:28][CH3:29])[CH3:5])[CH:42]=[C:41]([C:43]([F:44])([F:46])[F:45])[CH:40]=1, predict the reactants needed to synthesize it. The reactants are: [C:1](=[O:67])([O:51][C:52]1[CH:57]=[CH:56][C:55]([CH2:58][CH2:59][O:60][P:61]([OH:64])([OH:63])=[O:62])=[CH:54][C:53]=1[O:65][CH3:66])[O:2][C@H:3]([C:37]1[CH:42]=[C:41]([C:43]([F:46])([F:45])[F:44])[CH:40]=[C:39]([C:47]([F:50])([F:49])[F:48])[CH:38]=1)[C@@H:4]([N:6](C(OC(C)(C)C)=O)[CH2:7][C:8]1[CH:13]=[C:12]([C:14]([F:17])([F:16])[F:15])[CH:11]=[CH:10][C:9]=1[C:18]1[CH:23]=[C:22]([CH:24]([CH3:26])[CH3:25])[C:21]([F:27])=[CH:20][C:19]=1[O:28][CH3:29])[CH3:5].[ClH:68]. (6) Given the product [OH:9][N:8]=[C:7]([Cl:11])[C@@H:5]1[CH2:4][O:3][C:2]([CH3:10])([CH3:1])[O:6]1, predict the reactants needed to synthesize it. The reactants are: [CH3:1][C:2]1([CH3:10])[O:6][C@H:5]([CH:7]=[N:8][OH:9])[CH2:4][O:3]1.[Cl:11]N1C(=O)CCC1=O.CCOCC.O. (7) The reactants are: [Br-].[CH2:2]([O:9][C:10]([CH2:12][P+](C1C=CC=CC=1)(C1C=CC=CC=1)C1C=CC=CC=1)=[O:11])[C:3]1[CH:8]=[CH:7][CH:6]=[CH:5][CH:4]=1.[Li+].C[Si]([N-:37][Si](C)(C)C)(C)C.[S:42]1[CH:46]=[CH:45][CH:44]=[C:43]1C=O. Given the product [CH2:2]([O:9][C:10](=[O:11])[CH:12]=[CH:44][C:43]1[S:42][CH:46]=[CH:45][N:37]=1)[C:3]1[CH:4]=[CH:5][CH:6]=[CH:7][CH:8]=1, predict the reactants needed to synthesize it. (8) Given the product [OH:35][CH2:34][CH2:33][O:32][CH2:31][CH2:3][NH:4][C:5](=[O:26])[C:6]1[CH:11]=[CH:10][C:9]([O:12][CH3:13])=[C:8](/[CH:14]=[CH:15]/[C:16]2[CH:21]=[CH:20][C:19]([C:22]([F:25])([F:24])[F:23])=[CH:18][CH:17]=2)[CH:7]=1, predict the reactants needed to synthesize it. The reactants are: OC(CO)[CH2:3][NH:4][C:5](=[O:26])[C:6]1[CH:11]=[CH:10][C:9]([O:12][CH3:13])=[C:8](/[CH:14]=[CH:15]/[C:16]2[CH:21]=[CH:20][C:19]([C:22]([F:25])([F:24])[F:23])=[CH:18][CH:17]=2)[CH:7]=1.NC[CH2:31][O:32][CH2:33][CH2:34][OH:35].